From a dataset of Catalyst prediction with 721,799 reactions and 888 catalyst types from USPTO. Predict which catalyst facilitates the given reaction. Reactant: [CH3:1][C:2]1[CH:14]=[C:13]([S:15]([N:18]([CH2:35][CH2:36][CH2:37][CH2:38][CH3:39])[C:19]2[CH:20]=[C:21]([C:25]3[CH:30]=[CH:29][C:28]([C:31]([F:34])([F:33])[F:32])=[CH:27][CH:26]=3)[CH:22]=[CH:23][CH:24]=2)(=[O:17])=[O:16])[CH:12]=[CH:11][C:3]=1[O:4][CH2:5][C:6]([O:8]CC)=[O:7].[OH-].[Na+]. Product: [CH3:1][C:2]1[CH:14]=[C:13]([S:15]([N:18]([CH2:35][CH2:36][CH2:37][CH2:38][CH3:39])[C:19]2[CH:20]=[C:21]([C:25]3[CH:30]=[CH:29][C:28]([C:31]([F:33])([F:32])[F:34])=[CH:27][CH:26]=3)[CH:22]=[CH:23][CH:24]=2)(=[O:16])=[O:17])[CH:12]=[CH:11][C:3]=1[O:4][CH2:5][C:6]([OH:8])=[O:7]. The catalyst class is: 92.